This data is from NCI-60 drug combinations with 297,098 pairs across 59 cell lines. The task is: Regression. Given two drug SMILES strings and cell line genomic features, predict the synergy score measuring deviation from expected non-interaction effect. (1) Drug 1: CN1C2=C(C=C(C=C2)N(CCCl)CCCl)N=C1CCCC(=O)O.Cl. Drug 2: C1CCC(C(C1)N)N.C(=O)(C(=O)[O-])[O-].[Pt+4]. Cell line: OVCAR-8. Synergy scores: CSS=18.1, Synergy_ZIP=-9.86, Synergy_Bliss=-1.84, Synergy_Loewe=-17.6, Synergy_HSA=-0.0311. (2) Drug 1: CCCCC(=O)OCC(=O)C1(CC(C2=C(C1)C(=C3C(=C2O)C(=O)C4=C(C3=O)C=CC=C4OC)O)OC5CC(C(C(O5)C)O)NC(=O)C(F)(F)F)O. Drug 2: CCCCCOC(=O)NC1=NC(=O)N(C=C1F)C2C(C(C(O2)C)O)O. Cell line: NCI/ADR-RES. Synergy scores: CSS=-7.58, Synergy_ZIP=0.886, Synergy_Bliss=-0.0724, Synergy_Loewe=-3.94, Synergy_HSA=-3.57. (3) Drug 1: CC1=C(C(=CC=C1)Cl)NC(=O)C2=CN=C(S2)NC3=CC(=NC(=N3)C)N4CCN(CC4)CCO. Drug 2: CC(C)NC(=O)C1=CC=C(C=C1)CNNC.Cl. Cell line: TK-10. Synergy scores: CSS=46.7, Synergy_ZIP=12.8, Synergy_Bliss=12.1, Synergy_Loewe=-54.2, Synergy_HSA=11.9. (4) Drug 2: C(CCl)NC(=O)N(CCCl)N=O. Drug 1: CC1C(C(CC(O1)OC2CC(CC3=C2C(=C4C(=C3O)C(=O)C5=C(C4=O)C(=CC=C5)OC)O)(C(=O)CO)O)N)O.Cl. Synergy scores: CSS=41.0, Synergy_ZIP=-4.56, Synergy_Bliss=-4.16, Synergy_Loewe=-13.2, Synergy_HSA=-1.13. Cell line: KM12. (5) Drug 1: C(CC(=O)O)C(=O)CN.Cl. Drug 2: CC12CCC3C(C1CCC2OP(=O)(O)O)CCC4=C3C=CC(=C4)OC(=O)N(CCCl)CCCl.[Na+]. Cell line: SF-268. Synergy scores: CSS=13.8, Synergy_ZIP=-1.10, Synergy_Bliss=-0.0484, Synergy_Loewe=-3.99, Synergy_HSA=-2.38. (6) Drug 2: COC1=CC(=CC(=C1O)OC)C2C3C(COC3=O)C(C4=CC5=C(C=C24)OCO5)OC6C(C(C7C(O6)COC(O7)C8=CC=CS8)O)O. Synergy scores: CSS=47.9, Synergy_ZIP=-3.83, Synergy_Bliss=-0.532, Synergy_Loewe=-7.80, Synergy_HSA=3.60. Drug 1: C1CN1C2=NC(=NC(=N2)N3CC3)N4CC4. Cell line: HOP-92. (7) Drug 1: C1CCN(CC1)CCOC2=CC=C(C=C2)C(=O)C3=C(SC4=C3C=CC(=C4)O)C5=CC=C(C=C5)O. Drug 2: C1=CC(=CC=C1CC(C(=O)O)N)N(CCCl)CCCl.Cl. Cell line: DU-145. Synergy scores: CSS=5.09, Synergy_ZIP=0.105, Synergy_Bliss=3.67, Synergy_Loewe=2.18, Synergy_HSA=1.95.